Dataset: Reaction yield outcomes from USPTO patents with 853,638 reactions. Task: Predict the reaction yield, written as a fraction of the theoretical maximum amount of product (1.0 means a 100% yield; for example, 0.34 means a 34% yield). (1) The reactants are [C:1]([NH:4][C:5]1[CH:10]=[C:9]([C:11]2[S:15][C:14]([C:16]([NH2:18])=O)=[C:13]([CH2:19][C:20]3[CH:25]=[CH:24][C:23]([Cl:26])=[CH:22][CH:21]=3)[C:12]=2[C:27]#[N:28])[CH:8]=[CH:7][N:6]=1)(=[O:3])[CH3:2].COC(OC)[N:32]([CH3:34])C.[NH2:37]N. The product is [Cl:26][C:23]1[CH:22]=[CH:21][C:20]([CH2:19][C:13]2[C:12]([C:27]#[N:28])=[C:11]([C:9]3[CH:8]=[CH:7][N:6]=[C:5]([NH:4][C:1](=[O:3])[CH3:2])[CH:10]=3)[S:15][C:14]=2[C:16]2[NH:18][CH:34]=[N:32][N:37]=2)=[CH:25][CH:24]=1. The catalyst is C1(C)C=CC=CC=1. The yield is 0.480. (2) The reactants are [Cl:1][C:2]1[C:10]2[NH:9][C:8](=O)[NH:7][C:6]=2[CH:5]=[CH:4][CH:3]=1.P(Cl)(Cl)([Cl:14])=O. No catalyst specified. The product is [Cl:14][C:8]1[NH:7][C:6]2[CH:5]=[CH:4][CH:3]=[C:2]([Cl:1])[C:10]=2[N:9]=1. The yield is 0.920. (3) The product is [CH3:1][O:2][C:3](=[O:12])[C:4]1[CH:9]=[CH:8][C:7]([O:10][CH2:22][CH:23]2[CH2:25][CH2:24]2)=[C:6]([Cl:11])[CH:5]=1. The catalyst is CC(C)=O. The yield is 0.320. The reactants are [CH3:1][O:2][C:3](=[O:12])[C:4]1[CH:9]=[CH:8][C:7]([OH:10])=[C:6]([Cl:11])[CH:5]=1.[Na+].[I-].C([O-])([O-])=O.[K+].[K+].Br[CH2:22][CH:23]1[CH2:25][CH2:24]1.